Dataset: Reaction yield outcomes from USPTO patents with 853,638 reactions. Task: Predict the reaction yield, written as a fraction of the theoretical maximum amount of product (1.0 means a 100% yield; for example, 0.34 means a 34% yield). (1) The reactants are [CH3:1][O:2][C:3](=[O:26])[NH:4][C@@H:5]1[C@@H:9]([N:10]2[CH2:15][C:14]([F:17])([F:16])[CH2:13][CH2:12][C:11]2=[O:18])[CH2:8][N:7](CC2C=CC=CC=2)[CH2:6]1. The catalyst is [OH-].[OH-].[Pd+2].C(O)C.C(O)(=O)C. The product is [CH3:1][O:2][C:3](=[O:26])[NH:4][C@@H:5]1[C@@H:9]([N:10]2[CH2:15][C:14]([F:17])([F:16])[CH2:13][CH2:12][C:11]2=[O:18])[CH2:8][NH:7][CH2:6]1. The yield is 0.866. (2) The reactants are C[O:2][C:3](=[O:25])[C:4]1[CH:9]=[CH:8][C:7]([CH2:10][O:11][C:12]2[CH:17]=[CH:16][C:15]([C:18](=[O:20])[CH3:19])=[C:14]([OH:21])[C:13]=2[CH2:22][CH2:23][CH3:24])=[CH:6][CH:5]=1.[OH-].[Li+]. The catalyst is O1CCCC1. The product is [C:18]([C:15]1[CH:16]=[CH:17][C:12]([O:11][CH2:10][C:7]2[CH:8]=[CH:9][C:4]([C:3]([OH:25])=[O:2])=[CH:5][CH:6]=2)=[C:13]([CH2:22][CH2:23][CH3:24])[C:14]=1[OH:21])(=[O:20])[CH3:19]. The yield is 1.00. (3) The catalyst is C1C=CC(P(C2C=CC=CC=2)[C-]2C=CC=C2)=CC=1.C1C=CC(P(C2C=CC=CC=2)[C-]2C=CC=C2)=CC=1.Cl[Pd]Cl.[Fe+2].CS(C)=O. The product is [F:22][C:4]1[CH:3]=[C:2]([B:26]2[O:27][C:28]([CH3:30])([CH3:29])[C:24]([CH3:40])([CH3:23])[O:25]2)[CH:7]=[CH:6][C:5]=1[CH2:8][N:9]1[CH2:14][CH2:13][N:12]([C:15]([O:17][C:18]([CH3:21])([CH3:20])[CH3:19])=[O:16])[CH2:11][CH2:10]1. The yield is 0.670. The reactants are Br[C:2]1[CH:7]=[CH:6][C:5]([CH2:8][N:9]2[CH2:14][CH2:13][N:12]([C:15]([O:17][C:18]([CH3:21])([CH3:20])[CH3:19])=[O:16])[CH2:11][CH2:10]2)=[C:4]([F:22])[CH:3]=1.[CH3:23][C:24]1([CH3:40])[C:28]([CH3:30])([CH3:29])[O:27][B:26]([B:26]2[O:27][C:28]([CH3:30])([CH3:29])[C:24]([CH3:40])([CH3:23])[O:25]2)[O:25]1.C([O-])(=O)C.[K+]. (4) The reactants are [F:1][C:2]1[CH:3]=[CH:4][C:5]([N+:9]([O-:11])=[O:10])=[C:6]([OH:8])[CH:7]=1.C(=O)([O-])[O-].[K+].[K+].[Br:18][CH2:19][CH2:20]Br. The yield is 0.980. The catalyst is C(#N)C. The product is [Br:18][CH2:19][CH2:20][O:8][C:6]1[CH:7]=[C:2]([F:1])[CH:3]=[CH:4][C:5]=1[N+:9]([O-:11])=[O:10]. (5) The reactants are [N:1]12[CH2:8][CH2:7][C:4]([C:9]([C:17]3[CH:22]=[CH:21][CH:20]=[CH:19][CH:18]=3)([C:11]3[CH:16]=[CH:15][CH:14]=[CH:13][CH:12]=3)[OH:10])([CH2:5][CH2:6]1)[CH2:3][CH2:2]2.[Br:23][CH2:24][CH2:25][CH2:26][CH2:27][CH2:28][CH2:29][CH2:30][CH2:31][CH3:32]. The catalyst is CC#N. The product is [Br-:23].[OH:10][C:9]([C:17]1[CH:22]=[CH:21][CH:20]=[CH:19][CH:18]=1)([C:11]1[CH:12]=[CH:13][CH:14]=[CH:15][CH:16]=1)[C:4]12[CH2:5][CH2:6][N+:1]([CH2:24][CH2:25][CH2:26][CH2:27][CH2:28][CH2:29][CH2:30][CH2:31][CH3:32])([CH2:2][CH2:3]1)[CH2:8][CH2:7]2. The yield is 0.458. (6) The reactants are [CH2:1]([O:4][C:5](=[O:17])[C@H:6]([CH2:15][OH:16])[NH:7][C:8]([O:10]C(C)(C)C)=O)[CH:2]=[CH2:3].C1C(=O)N(OC([CH2:28][CH2:29][CH2:30][CH2:31][CH2:32][NH:33][C:34]2[CH:39]=[CH:38][C:37]([N+:40]([O-:42])=[O:41])=[CH:36][C:35]=2[N+:43]([O-:45])=[O:44])=O)C(=O)C1.C(N(CC)CC)C. The catalyst is Cl.O1CCOCC1. The product is [CH2:1]([O:4][C:5](=[O:17])[C@H:6]([CH2:15][OH:16])[NH:7][C:8](=[O:10])[CH2:28][CH2:29][CH2:30][CH2:31][CH2:32][NH:33][C:34]1[CH:39]=[CH:38][C:37]([N+:40]([O-:42])=[O:41])=[CH:36][C:35]=1[N+:43]([O-:45])=[O:44])[CH:2]=[CH2:3]. The yield is 0.720.